This data is from Forward reaction prediction with 1.9M reactions from USPTO patents (1976-2016). The task is: Predict the product of the given reaction. Given the reactants C[O:2][C:3]1[C:4]2[C:8]([CH:9]=[C:10]([C:12]([O:14][CH3:15])=[O:13])[CH:11]=1)=[N:7][N:6]([CH3:16])[CH:5]=2.B(Br)(Br)Br.S(=O)(=O)(O)O, predict the reaction product. The product is: [OH:2][C:3]1[C:4]2[C:8]([CH:9]=[C:10]([C:12]([O:14][CH3:15])=[O:13])[CH:11]=1)=[N:7][N:6]([CH3:16])[CH:5]=2.